Dataset: Forward reaction prediction with 1.9M reactions from USPTO patents (1976-2016). Task: Predict the product of the given reaction. Given the reactants [C:1](=[O:13])(SC)[O:2][CH:3]([O:5][C:6](=[O:10])[CH:7]([CH3:9])[CH3:8])[CH3:4].O[N:15]1[C:19](=[O:20])[CH2:18][CH2:17][C:16]1=[O:21].C(OO)(=[O:24])C.C(O)(=O)C, predict the reaction product. The product is: [C:6]([O:5][CH:3]([O:2][C:1]([O:13][CH:17]1[CH2:18][C:19](=[O:20])[NH:15][C:16]1=[O:21])=[O:24])[CH3:4])(=[O:10])[CH:7]([CH3:9])[CH3:8].